From a dataset of Reaction yield outcomes from USPTO patents with 853,638 reactions. Predict the reaction yield, written as a fraction of the theoretical maximum amount of product (1.0 means a 100% yield; for example, 0.34 means a 34% yield). (1) The reactants are Cl[C:2]1[C:7]([N+:8]([O-:10])=[O:9])=[CH:6][CH:5]=[C:4]([Cl:11])[N:3]=1.C([O-])([O-])=O.[K+].[K+].[CH3:18][CH:19]1[CH2:24][CH2:23][NH:22][CH2:21][CH2:20]1. The catalyst is C1(C)C=CC=CC=1.CCOC(C)=O. The product is [Cl:11][C:4]1[N:3]=[C:2]([N:22]2[CH2:23][CH2:24][CH:19]([CH3:18])[CH2:20][CH2:21]2)[C:7]([N+:8]([O-:10])=[O:9])=[CH:6][CH:5]=1. The yield is 1.00. (2) The reactants are [NH2:1][C:2]1[N:7]=[C:6]([NH2:8])[C:5]([O:9][C:10]2[C:11]([CH:21]([CH3:23])[CH3:22])=[CH:12][C:13]([O:19][CH3:20])=[C:14]([C:16](=[O:18])[CH3:17])[CH:15]=2)=[CH:4][N:3]=1.[BH4-].[Na+].[NH4+].[Cl-]. The product is [NH2:1][C:2]1[N:7]=[C:6]([NH2:8])[C:5]([O:9][C:10]2[C:11]([CH:21]([CH3:23])[CH3:22])=[CH:12][C:13]([O:19][CH3:20])=[C:14]([CH:16]([OH:18])[CH3:17])[CH:15]=2)=[CH:4][N:3]=1. The yield is 0.600. The catalyst is CO. (3) The reactants are [C:1]([O:5][C:6]([NH:8][CH2:9][C:10]1[CH:11]=[C:12]([CH:16]2[CH2:21][CH2:20][N:19]([C:22]([C:24]3[CH:25]=[C:26]([CH:34]=[CH:35][CH:36]=3)[O:27][CH2:28][C:29]([O:31]CC)=[O:30])=[O:23])[CH2:18][CH2:17]2)[CH:13]=[CH:14][CH:15]=1)=[O:7])([CH3:4])([CH3:3])[CH3:2].O.[OH-].[Na+].C(OCC)(=O)C. The catalyst is C1COCC1.CCCCCC. The product is [C:1]([O:5][C:6]([NH:8][CH2:9][C:10]1[CH:11]=[C:12]([CH:16]2[CH2:21][CH2:20][N:19]([C:22]([C:24]3[CH:25]=[C:26]([CH:34]=[CH:35][CH:36]=3)[O:27][CH2:28][C:29]([OH:31])=[O:30])=[O:23])[CH2:18][CH2:17]2)[CH:13]=[CH:14][CH:15]=1)=[O:7])([CH3:4])([CH3:2])[CH3:3]. The yield is 0.749. (4) The reactants are [O:1]1[CH:5]=[CH:4][CH:3]=[C:2]1[C:6]1[N:10]([C:11]2[CH:16]=[CH:15][C:14]([O:17][CH3:18])=[CH:13][CH:12]=2)[N:9]=[C:8]([C:19]([NH2:21])=O)[CH:7]=1.N1C=CC=CC=1.O1CCOCC1.FC(F)(F)C(OC(=O)C(F)(F)F)=O. The catalyst is C(OCC)(=O)C.O. The product is [O:1]1[CH:5]=[CH:4][CH:3]=[C:2]1[C:6]1[N:10]([C:11]2[CH:16]=[CH:15][C:14]([O:17][CH3:18])=[CH:13][CH:12]=2)[N:9]=[C:8]([C:19]#[N:21])[CH:7]=1. The yield is 0.740. (5) The reactants are Cl.[CH2:2]([O:4][C:5](=[O:8])[CH2:6][NH2:7])[CH3:3].[Cl:9][C:10]1[N:15]=[C:14](Cl)[C:13]([CH3:17])=[CH:12][N:11]=1.C(N(C(C)C)CC)(C)C. The catalyst is C(#N)C. The product is [Cl:9][C:10]1[N:15]=[C:14]([NH:7][CH2:6][C:5]([O:4][CH2:2][CH3:3])=[O:8])[C:13]([CH3:17])=[CH:12][N:11]=1. The yield is 0.810. (6) The catalyst is CC(C)=O.O. The reactants are [F:1][C:2]1[CH:9]=[C:8]([OH:10])[CH:7]=[CH:6][C:3]=1[C:4]#[N:5].C(=O)([O-])[O-].[K+].[K+].[CH2:17](Br)[C:18]1[CH:23]=[CH:22][CH:21]=[CH:20][CH:19]=1.[I-].[K+]. The product is [CH2:17]([O:10][C:8]1[CH:7]=[CH:6][C:3]([C:4]#[N:5])=[C:2]([F:1])[CH:9]=1)[C:18]1[CH:23]=[CH:22][CH:21]=[CH:20][CH:19]=1. The yield is 0.900. (7) The reactants are [N:1]1([CH2:6][CH2:7][NH:8][C:9]2[N:14]=[C:13]([C:15]3[S:19][C:18]4[C:20](B5OC(C)(C)C(C)(C)O5)=[CH:21][CH:22]=[CH:23][C:17]=4[CH:16]=3)[C:12]([F:33])=[CH:11][N:10]=2)[CH:5]=[CH:4][N:3]=[N:2]1.Br[C:35]1[CH:40]=[CH:39][N:38]=[C:37]2[NH:41][CH:42]=[CH:43][C:36]=12.O.O.O.O.O.O.O.O.[OH-].[Ba+2].[OH-].CN(C=O)C. The catalyst is C(Cl)(Cl)Cl.CC(O)C.C1C=CC(P(C2C=CC=CC=2)[C-]2C=CC=C2)=CC=1.C1C=CC(P(C2C=CC=CC=2)[C-]2C=CC=C2)=CC=1.Cl[Pd]Cl.[Fe+2].O. The product is [N:1]1([CH2:6][CH2:7][NH:8][C:9]2[N:14]=[C:13]([C:15]3[S:19][C:18]4[C:20]([C:35]5[CH:40]=[CH:39][N:38]=[C:37]6[NH:41][CH:42]=[CH:43][C:36]=56)=[CH:21][CH:22]=[CH:23][C:17]=4[CH:16]=3)[C:12]([F:33])=[CH:11][N:10]=2)[CH:5]=[CH:4][N:3]=[N:2]1. The yield is 0.750. (8) The reactants are [Br:1][C:2]1[CH:14]=[CH:13][C:12]2[C:11]3[C:6](=[CH:7][CH:8]=[CH:9][CH:10]=3)[CH2:5][C:4]=2[CH:3]=1.CS(C)=O.[OH-].[Na+].[CH2:21](Br)[CH2:22][CH2:23][CH2:24][CH2:25][CH2:26][CH2:27][CH3:28]. The catalyst is [Cl-].C([N+](CC)(CC)CC)C1C=CC=CC=1.CCCCCC.O.CCOCC. The product is [Br:1][C:2]1[CH:14]=[CH:13][C:12]2[C:11]3[C:6](=[CH:7][CH:8]=[CH:9][CH:10]=3)[C:5]([CH2:13][CH2:14][CH2:2][CH2:3][CH2:4][CH2:12][CH2:11][CH3:10])([CH2:21][CH2:22][CH2:23][CH2:24][CH2:25][CH2:26][CH2:27][CH3:28])[C:4]=2[CH:3]=1. The yield is 0.780. (9) The reactants are C([O:3][C:4]([C:6]1[C:15]2[C:10](=[CH:11][C:12]([O:18][CH3:19])=[C:13]([O:16][CH3:17])[CH:14]=2)[C:9]([CH2:20][C:21]2[CH:26]=[CH:25][CH:24]=[C:23]([O:27][CH3:28])[CH:22]=2)=[N:8][CH:7]=1)=O)C.[H-].[Al+3].[Li+].[H-].[H-].[H-]. The catalyst is C1COCC1. The product is [CH3:28][O:27][C:23]1[CH:22]=[C:21]([CH:26]=[CH:25][CH:24]=1)[CH2:20][C:9]1[C:10]2[C:15](=[CH:14][C:13]([O:16][CH3:17])=[C:12]([O:18][CH3:19])[CH:11]=2)[C:6]([CH2:4][OH:3])=[CH:7][N:8]=1. The yield is 0.850. (10) The reactants are C([O:8][CH:9]1[CH2:15][CH2:14][CH2:13][N:12]([S:16]([C:19]2[CH:20]=[C:21]([CH:33]=[CH:34][C:35]=2[CH2:36][CH2:37][F:38])[C:22]([NH:24][C:25]2[CH:30]=[CH:29][C:28]([F:31])=[C:27]([Cl:32])[CH:26]=2)=[O:23])(=[O:18])=[O:17])[CH2:11][CH2:10]1)C1C=CC=CC=1. The catalyst is CO.[Pd]. The product is [Cl:32][C:27]1[CH:26]=[C:25]([NH:24][C:22](=[O:23])[C:21]2[CH:33]=[CH:34][C:35]([CH2:36][CH2:37][F:38])=[C:19]([S:16]([N:12]3[CH2:13][CH2:14][CH2:15][CH:9]([OH:8])[CH2:10][CH2:11]3)(=[O:18])=[O:17])[CH:20]=2)[CH:30]=[CH:29][C:28]=1[F:31]. The yield is 0.440.